This data is from Forward reaction prediction with 1.9M reactions from USPTO patents (1976-2016). The task is: Predict the product of the given reaction. (1) Given the reactants [Cl:1][C:2]1[CH:7]=[CH:6][C:5]([O:8][C:9]2[CH:14]=[CH:13][C:12]([CH2:15]O)=[CH:11][CH:10]=2)=[CH:4][C:3]=1[C:17]([F:20])([F:19])[F:18].S(Cl)([Cl:23])=O, predict the reaction product. The product is: [Cl:1][C:2]1[CH:7]=[CH:6][C:5]([O:8][C:9]2[CH:14]=[CH:13][C:12]([CH2:15][Cl:23])=[CH:11][CH:10]=2)=[CH:4][C:3]=1[C:17]([F:20])([F:19])[F:18]. (2) The product is: [CH:11]([N:9]1[CH:10]=[C:6]([CH2:4][OH:3])[C:7]([C:14]([F:17])([F:16])[F:15])=[N:8]1)([CH3:13])[CH3:12]. Given the reactants C([O:3][C:4]([C:6]1[C:7]([C:14]([F:17])([F:16])[F:15])=[N:8][N:9]([CH:11]([CH3:13])[CH3:12])[CH:10]=1)=O)C.CC(C[AlH]CC(C)C)C.Cl, predict the reaction product. (3) Given the reactants Cl[C:2]1[N:3]=[CH:4][C:5](I)=[C:6]2[C:11]=1[N:10]=[C:9]([CH3:12])[CH:8]=[CH:7]2.O.[CH3:15][C:16]1[CH:21]=[CH:20][C:19](B(O)O)=[CH:18][N:17]=1.[NH2:25][C:26]1[S:27][CH:28]=[C:29]([CH3:31])[N:30]=1, predict the reaction product. The product is: [CH3:12][C:9]1[CH:8]=[CH:7][C:6]2[C:11](=[C:2]([NH:25][C:26]3[S:27][CH:28]=[C:29]([CH3:31])[N:30]=3)[N:3]=[CH:4][C:5]=2[C:19]2[CH:18]=[N:17][C:16]([CH3:15])=[CH:21][CH:20]=2)[N:10]=1.